From a dataset of Full USPTO retrosynthesis dataset with 1.9M reactions from patents (1976-2016). Predict the reactants needed to synthesize the given product. Given the product [Cl:1][C:2]1[CH:3]=[C:4]([NH:5][CH:10]=[O:11])[CH:6]=[CH:7][C:8]=1[Cl:9], predict the reactants needed to synthesize it. The reactants are: [Cl:1][C:2]1[CH:3]=[C:4]([CH:6]=[CH:7][C:8]=1[Cl:9])[NH2:5].[CH:10](O)=[O:11].